Regression. Given a peptide amino acid sequence and an MHC pseudo amino acid sequence, predict their binding affinity value. This is MHC class I binding data. From a dataset of Peptide-MHC class I binding affinity with 185,985 pairs from IEDB/IMGT. (1) The peptide sequence is QRASNVFDL. The MHC is HLA-A30:02 with pseudo-sequence HLA-A30:02. The binding affinity (normalized) is 0.213. (2) The peptide sequence is AFPTSCHMFIICF. The MHC is HLA-B44:03 with pseudo-sequence HLA-B44:03. The binding affinity (normalized) is 0.374.